From a dataset of Forward reaction prediction with 1.9M reactions from USPTO patents (1976-2016). Predict the product of the given reaction. Given the reactants [CH3:1][O:2][C:3]1[CH:8]=[CH:7][C:6]([C:9]2[CH:10]=[C:11]3[C:19](=[C:20]([C:22]([NH2:24])=[O:23])[CH:21]=2)[NH:18][C:17]2[CH2:16][CH2:15][CH:14]([C:25]([N:27]4[CH2:32][CH2:31][O:30][CH2:29][CH2:28]4)=[O:26])[CH2:13][C:12]3=2)=[CH:5][CH:4]=1.ClC1C(=O)C(C#N)=C(C#N)C(=O)C=1Cl, predict the reaction product. The product is: [CH3:1][O:2][C:3]1[CH:8]=[CH:7][C:6]([C:9]2[CH:21]=[C:20]([C:22]([NH2:24])=[O:23])[C:19]3[NH:18][C:17]4[C:12]([C:11]=3[CH:10]=2)=[CH:13][C:14]([C:25]([N:27]2[CH2:32][CH2:31][O:30][CH2:29][CH2:28]2)=[O:26])=[CH:15][CH:16]=4)=[CH:5][CH:4]=1.